From a dataset of Full USPTO retrosynthesis dataset with 1.9M reactions from patents (1976-2016). Predict the reactants needed to synthesize the given product. (1) Given the product [Br:1][C:2]1[CH:3]=[N:4][C:5]2[N:6]([N:8]=[C:9]([C:11]([N:24]3[CH2:23][CH2:22][C:21]4[C:26](=[CH:27][C:18]([S:15]([CH3:14])(=[O:16])=[O:17])=[CH:19][CH:20]=4)[CH:25]3[CH3:28])=[O:13])[CH:10]=2)[CH:7]=1, predict the reactants needed to synthesize it. The reactants are: [Br:1][C:2]1[CH:3]=[N:4][C:5]2[N:6]([N:8]=[C:9]([C:11]([OH:13])=O)[CH:10]=2)[CH:7]=1.[CH3:14][S:15]([C:18]1[CH:27]=[C:26]2[C:21]([CH2:22][CH2:23][NH:24][CH:25]2[CH3:28])=[CH:20][CH:19]=1)(=[O:17])=[O:16]. (2) Given the product [CH2:1]([NH:8][C:9](=[O:50])[C:10]1[C:15]([OH:16])=[CH:14][CH:13]=[C:12]([C:24]2[C:25]([N:44]([CH3:49])[S:45]([CH3:48])(=[O:47])=[O:46])=[CH:26][C:27]3[O:31][C:30]([C:32]4[CH:37]=[CH:36][C:35]([F:38])=[CH:34][CH:33]=4)=[C:29]([C:39](=[O:42])[NH:40][CH3:41])[C:28]=3[CH:43]=2)[N:11]=1)[C:2]1[CH:7]=[CH:6][CH:5]=[CH:4][CH:3]=1, predict the reactants needed to synthesize it. The reactants are: [CH2:1]([NH:8][C:9](=[O:50])[C:10]1[C:15]([O:16]CC2C=CC=CC=2)=[CH:14][CH:13]=[C:12]([C:24]2[C:25]([N:44]([CH3:49])[S:45]([CH3:48])(=[O:47])=[O:46])=[CH:26][C:27]3[O:31][C:30]([C:32]4[CH:37]=[CH:36][C:35]([F:38])=[CH:34][CH:33]=4)=[C:29]([C:39](=[O:42])[NH:40][CH3:41])[C:28]=3[CH:43]=2)[N:11]=1)[C:2]1[CH:7]=[CH:6][CH:5]=[CH:4][CH:3]=1.